Dataset: Full USPTO retrosynthesis dataset with 1.9M reactions from patents (1976-2016). Task: Predict the reactants needed to synthesize the given product. (1) Given the product [C:29]([O:32][CH2:33][C:34]1[C:35]([N:43]2[CH2:55][CH2:54][N:46]3[C:47]4[CH2:48][CH2:49][CH2:50][CH2:51][C:52]=4[CH:53]=[C:45]3[C:44]2=[O:56])=[N:36][CH:37]=[CH:38][C:39]=1[C:2]1[CH:3]=[C:4]([NH:10][C:11]2[CH:16]=[CH:15][C:14]([N:17]3[CH:22]4[CH2:23][CH2:24][CH:18]3[CH2:19][N:20]([CH:25]3[CH2:28][O:27][CH2:26]3)[CH2:21]4)=[CH:13][N:12]=2)[C:5](=[O:9])[N:6]([CH3:8])[CH:7]=1)(=[O:31])[CH3:30], predict the reactants needed to synthesize it. The reactants are: Br[C:2]1[CH:3]=[C:4]([NH:10][C:11]2[CH:16]=[CH:15][C:14]([N:17]3[CH:22]4[CH2:23][CH2:24][CH:18]3[CH2:19][N:20]([CH:25]3[CH2:28][O:27][CH2:26]3)[CH2:21]4)=[CH:13][N:12]=2)[C:5](=[O:9])[N:6]([CH3:8])[CH:7]=1.[C:29]([O:32][CH2:33][C:34]1[C:35]([N:43]2[CH2:55][CH2:54][N:46]3[C:47]4[CH2:48][CH2:49][CH2:50][CH2:51][C:52]=4[CH:53]=[C:45]3[C:44]2=[O:56])=[N:36][CH:37]=[CH:38][C:39]=1B(O)O)(=[O:31])[CH3:30].[O-]P([O-])([O-])=O.[K+].[K+].[K+].C([O-])(=O)C.[Na+]. (2) Given the product [Cl:29][C:26]1[S:25][C:24]([C:22]([NH:21][CH2:20][C:18]2[N:17]=[CH:16][N:15]([C:2]3[CH:7]=[N:6][C:5]([N:8]4[CH:13]=[CH:12][CH:11]=[CH:10][C:9]4=[O:14])=[CH:4][CH:3]=3)[CH:19]=2)=[O:23])=[CH:28][CH:27]=1, predict the reactants needed to synthesize it. The reactants are: I[C:2]1[CH:3]=[CH:4][C:5]([N:8]2[CH:13]=[CH:12][CH:11]=[CH:10][C:9]2=[O:14])=[N:6][CH:7]=1.[NH:15]1[CH:19]=[C:18]([CH2:20][NH:21][C:22]([C:24]2[S:25][C:26]([Cl:29])=[CH:27][CH:28]=2)=[O:23])[N:17]=[CH:16]1.OC1C=CC=C2C=1N=CC=C2.C([O-])([O-])=O.[K+].[K+]. (3) Given the product [C:8]([O:11][C@@H:12]1[C@@H:20]([C@@:21]2([CH3:42])[CH2:26][CH2:25][C@H:24]([O:27][Si:28]([C:31]([CH3:33])([CH3:34])[CH3:32])([CH3:30])[CH3:29])[CH2:23][C@@H:22]2[CH2:35][CH2:36][N:1]2[CH:5]=[N:4][CH:3]=[N:2]2)[CH2:19][CH2:18][C@@:17]2([CH3:43])[C@H:13]1[CH2:14][CH2:15][C:16]12[O:44][CH2:45][CH2:46][O:47]1)(=[O:10])[CH3:9], predict the reactants needed to synthesize it. The reactants are: [NH:1]1[CH:5]=[N:4][CH:3]=[N:2]1.[H-].[Na+].[C:8]([O:11][C@@H:12]1[C@@H:20]([C@@:21]2([CH3:42])[CH2:26][CH2:25][C@H:24]([O:27][Si:28]([C:31]([CH3:34])([CH3:33])[CH3:32])([CH3:30])[CH3:29])[CH2:23][C@@H:22]2[CH2:35][CH2:36]OS(C)(=O)=O)[CH2:19][CH2:18][C@@:17]2([CH3:43])[C@H:13]1[CH2:14][CH2:15][C:16]12[O:47][CH2:46][CH2:45][O:44]1)(=[O:10])[CH3:9]. (4) Given the product [Cl:21][C:22]1[C:27]2[NH:28][C:29]([C@@H:31]3[CH2:35][CH2:34][CH2:33][N:32]3[C:14]([C@H:13]([CH2:17][CH2:18][CH2:19][CH3:20])[CH2:12][N:9]([OH:8])[CH:10]=[O:11])=[O:15])=[N:30][C:26]=2[CH:25]=[C:24]([C:36]([F:37])([F:39])[F:38])[CH:23]=1, predict the reactants needed to synthesize it. The reactants are: C([O:8][N:9]([CH2:12][C@@H:13]([CH2:17][CH2:18][CH2:19][CH3:20])[C:14](O)=[O:15])[CH:10]=[O:11])C1C=CC=CC=1.[Cl:21][C:22]1[C:27]2[NH:28][C:29]([C@@H:31]3[CH2:35][CH2:34][CH2:33][NH:32]3)=[N:30][C:26]=2[CH:25]=[C:24]([C:36]([F:39])([F:38])[F:37])[CH:23]=1. (5) Given the product [Si:5]([O:17][CH2:16][C:14]1[CH:13]=[CH:12][N:11]=[C:10]([Cl:9])[CH:15]=1)([C:2]([CH3:4])([CH3:3])[CH3:1])([CH3:7])[CH3:6], predict the reactants needed to synthesize it. The reactants are: [CH3:1][C:2]([Si:5](Cl)([CH3:7])[CH3:6])([CH3:4])[CH3:3].[Cl:9][C:10]1[CH:15]=[C:14]([CH2:16][OH:17])[CH:13]=[CH:12][N:11]=1.CN(C)C=O.N1C=CN=C1. (6) Given the product [C:3]1([CH3:13])[CH:8]=[CH:7][C:6]([S:9]([OH:15])(=[O:11])=[O:10])=[CH:5][CH:4]=1, predict the reactants needed to synthesize it. The reactants are: [H-].[Na+].[C:3]1([CH3:13])[CH:8]=[CH:7][C:6]([S:9](Cl)(=[O:11])=[O:10])=[CH:5][CH:4]=1.C[O:15]CCOC.